From a dataset of Peptide-MHC class I binding affinity with 185,985 pairs from IEDB/IMGT. Regression. Given a peptide amino acid sequence and an MHC pseudo amino acid sequence, predict their binding affinity value. This is MHC class I binding data. (1) The peptide sequence is LFFPFGLFK. The MHC is HLA-A31:01 with pseudo-sequence HLA-A31:01. The binding affinity (normalized) is 0.834. (2) The peptide sequence is RMCHEGINPNM. The MHC is H-2-Db with pseudo-sequence H-2-Db. The binding affinity (normalized) is 0.0825.